Dataset: Reaction yield outcomes from USPTO patents with 853,638 reactions. Task: Predict the reaction yield, written as a fraction of the theoretical maximum amount of product (1.0 means a 100% yield; for example, 0.34 means a 34% yield). (1) The reactants are [F:1][C:2]([F:7])([F:6])[C:3]([OH:5])=[O:4].[CH2:8]([S:10]([N:13]1[CH2:18][CH2:17][CH:16]([C:19]2[C:27]3[C:22](=[C:23]([C:36]([NH2:38])=[O:37])[CH:24]=[C:25]([C:28]4[S:29][CH:30]=[C:31]([CH2:33][NH:34][CH3:35])[CH:32]=4)[CH:26]=3)[NH:21][CH:20]=2)[CH2:15][CH2:14]1)(=[O:12])=[O:11])[CH3:9].[CH3:39]N. No catalyst specified. The product is [F:1][C:2]([F:7])([F:6])[C:3]([OH:5])=[O:4].[CH2:8]([S:10]([N:13]1[CH2:14][CH2:15][CH:16]([C:19]2[C:27]3[C:22](=[C:23]([C:36]([NH2:38])=[O:37])[CH:24]=[C:25]([C:28]4[S:29][CH:30]=[C:31]([CH2:33][N:34]5[CH2:3][CH2:2][CH2:39][CH2:35]5)[CH:32]=4)[CH:26]=3)[NH:21][CH:20]=2)[CH2:17][CH2:18]1)(=[O:11])=[O:12])[CH3:9]. The yield is 0.241. (2) The yield is 0.310. The reactants are C1(C)C=CC(S(O[C@@H:11]([CH2:13]/[CH:14]=[CH:15]/[C:16]2[CH:17]=[N:18][CH:19]=[C:20]([O:22][CH:23]([CH3:25])[CH3:24])[CH:21]=2)[CH3:12])(=O)=O)=CC=1.[CH3:27][NH2:28]. The catalyst is C(O)C. The product is [CH3:27][NH:28][C@H:11]([CH2:13]/[CH:14]=[CH:15]/[C:16]1[CH:17]=[N:18][CH:19]=[C:20]([O:22][CH:23]([CH3:25])[CH3:24])[CH:21]=1)[CH3:12].